Task: Predict the reaction yield, written as a fraction of the theoretical maximum amount of product (1.0 means a 100% yield; for example, 0.34 means a 34% yield).. Dataset: Reaction yield outcomes from USPTO patents with 853,638 reactions (1) The reactants are [C:1]1([CH3:26])[CH:6]=[CH:5][C:4]([N:7]2[C:11]([NH:12][C:13](=[O:21])OC3C=CC=CC=3)=[CH:10][C:9]([C:22]([F:25])([F:24])[F:23])=[N:8]2)=[CH:3][CH:2]=1.[CH3:27][O:28][C:29]1[CH:30]=[C:31]2[C:36](=[CH:37][C:38]=1[O:39][CH3:40])[N:35]=[CH:34][N:33]=[C:32]2[S:41][C:42]1[CH:43]=[C:44]([CH:46]=[CH:47][CH:48]=1)[NH2:45]. The catalyst is CN(C)C1C=CN=CC=1.C1COCC1. The product is [CH3:27][O:28][C:29]1[CH:30]=[C:31]2[C:36](=[CH:37][C:38]=1[O:39][CH3:40])[N:35]=[CH:34][N:33]=[C:32]2[S:41][C:42]1[CH:43]=[C:44]([NH:45][C:13]([NH:12][C:11]2[N:7]([C:4]3[CH:3]=[CH:2][C:1]([CH3:26])=[CH:6][CH:5]=3)[N:8]=[C:9]([C:22]([F:23])([F:24])[F:25])[CH:10]=2)=[O:21])[CH:46]=[CH:47][CH:48]=1. The yield is 0.830. (2) The reactants are [CH3:1][O:2][C:3]1[CH:4]=[C:5]([CH:21]=[C:22]([O:24][CH3:25])[CH:23]=1)[CH2:6][NH:7][C:8]([C:10]12[CH2:19][CH:14]3[CH2:15][CH:16]([CH2:18][CH:12]([C:13]3=[O:20])[CH2:11]1)[CH2:17]2)=[O:9].[BH4-].[Na+]. The catalyst is CO. The yield is 1.00. The product is [CH3:25][O:24][C:22]1[CH:21]=[C:5]([CH:4]=[C:3]([O:2][CH3:1])[CH:23]=1)[CH2:6][NH:7][C:8]([C:10]12[CH2:19][CH:14]3[CH2:15][CH:16]([CH2:18][CH:12]([CH:13]3[OH:20])[CH2:11]1)[CH2:17]2)=[O:9]. (3) The reactants are [CH2:1]([C:7]1[CH:8]=[CH:9][CH:10]=[C:11]2[C:16]=1[N:15]=[C:14]([C:17]([OH:19])=[O:18])[CH:13]=[C:12]2[OH:20])[CH2:2][CH2:3][CH2:4][CH2:5][CH3:6].[OH-].[Na+:22]. The catalyst is O. The product is [CH2:1]([C:7]1[CH:8]=[CH:9][CH:10]=[C:11]2[C:16]=1[N:15]=[C:14]([C:17]([O-:19])=[O:18])[CH:13]=[C:12]2[OH:20])[CH2:2][CH2:3][CH2:4][CH2:5][CH3:6].[Na+:22]. The yield is 0.450. (4) The reactants are CC1C=CC(S(Cl)(=O)=O)=CC=1.[CH2:12]([OH:16])[CH2:13][C:14]#[CH:15].N1C=CC=CC=1.CC1C=CC(S(OCCC#C)(=O)=O)=CC=1.[O:38]=[CH:39][C:40]1[CH:48]=[CH:47][C:45](O)=[C:42]([O:43][CH3:44])[CH:41]=1. The catalyst is C(Cl)Cl. The product is [CH2:12]([O:16][C:45]1[CH:47]=[CH:48][C:40]([CH:39]=[O:38])=[CH:41][C:42]=1[O:43][CH3:44])[CH2:13][C:14]#[CH:15]. The yield is 0.340.